From a dataset of Full USPTO retrosynthesis dataset with 1.9M reactions from patents (1976-2016). Predict the reactants needed to synthesize the given product. (1) Given the product [Cl:1][C:2]1[CH:3]=[CH:4][C:5]([C:8]([N:15]2[C:23]3[C:18](=[C:19]([NH:24][S:25]([CH2:28][CH3:29])(=[O:26])=[O:27])[CH:20]=[CH:21][CH:22]=3)[CH:17]=[CH:16]2)([CH2:13][CH3:14])[C:9]([NH2:30])=[O:11])=[CH:6][CH:7]=1, predict the reactants needed to synthesize it. The reactants are: [Cl:1][C:2]1[CH:7]=[CH:6][C:5]([C:8]([N:15]2[C:23]3[C:18](=[C:19]([NH:24][S:25]([CH2:28][CH3:29])(=[O:27])=[O:26])[CH:20]=[CH:21][CH:22]=3)[CH:17]=[CH:16]2)([CH2:13][CH3:14])[C:9]([O:11]C)=O)=[CH:4][CH:3]=1.[NH3:30]. (2) The reactants are: C(Cl)(=O)C.[NH:5]1[CH2:10][CH2:9][CH:8]([CH2:11][CH2:12][CH2:13][CH2:14][NH:15][C:16]([N:18]2[CH2:26][C:25]3[C:20](=[CH:21][CH:22]=[CH:23][CH:24]=3)[CH2:19]2)=[O:17])[CH2:7][CH2:6]1.NC1C=C2C(=CC=1)CN(C([NH:39][C:40]1C=[CH:44][C:43]([C:46](=[O:51])NCCC)=[CH:42][CH:41]=1)=O)C2. Given the product [N:39]1[CH:40]=[CH:41][CH:42]=[C:43]([C:46]([N:5]2[CH2:6][CH2:7][CH:8]([CH2:11][CH2:12][CH2:13][CH2:14][NH:15][C:16]([N:18]3[CH2:26][C:25]4[C:20](=[CH:21][CH:22]=[CH:23][CH:24]=4)[CH2:19]3)=[O:17])[CH2:9][CH2:10]2)=[O:51])[CH:44]=1, predict the reactants needed to synthesize it. (3) Given the product [CH3:1][S:2]([C:5]1[CH:10]=[CH:9][C:8]([CH:11]([C:12]2[NH:32][C:24]([C:23]([O:27][CH2:28][CH3:29])=[O:26])=[CH:14][CH:13]=2)[CH2:16][CH:17]2[CH2:22][CH2:21][O:20][CH2:19][CH2:18]2)=[CH:7][CH:6]=1)(=[O:4])=[O:3], predict the reactants needed to synthesize it. The reactants are: [CH3:1][S:2]([C:5]1[CH:10]=[CH:9][C:8]([CH:11]([CH2:16][CH:17]2[CH2:22][CH2:21][O:20][CH2:19][CH2:18]2)[C:12](=O)[CH:13]=[CH2:14])=[CH:7][CH:6]=1)(=[O:4])=[O:3].[C:23]([O:27][CH2:28][CH3:29])(=[O:26])[CH:24]=O.C([N:32](CC)CC)C.C(O)C. (4) Given the product [F:7][CH:19]([C:21]1[CH:30]=[N:29][C:28]2[C:23](=[CH:24][CH:25]=[CH:26][CH:27]=2)[N:22]=1)[CH2:18][C:17]#[C:16][C:11]1[CH:12]=[CH:13][CH:14]=[CH:15][N:10]=1, predict the reactants needed to synthesize it. The reactants are: CCN(S(F)(F)[F:7])CC.[N:10]1[CH:15]=[CH:14][CH:13]=[CH:12][C:11]=1[C:16]#[C:17][CH2:18][CH:19]([C:21]1[CH:30]=[N:29][C:28]2[C:23](=[CH:24][CH:25]=[CH:26][CH:27]=2)[N:22]=1)O. (5) The reactants are: [N:1]1([C:7]2[CH:8]=[C:9]([N+:13]([O-])=O)[CH:10]=[CH:11][CH:12]=2)[CH2:6][CH2:5][O:4][CH2:3][CH2:2]1. Given the product [N:1]1([C:7]2[CH:8]=[C:9]([NH2:13])[CH:10]=[CH:11][CH:12]=2)[CH2:2][CH2:3][O:4][CH2:5][CH2:6]1, predict the reactants needed to synthesize it. (6) Given the product [C:1]([O:5][C:6](=[O:25])[NH:7][C:8]1[CH:13]=[CH:12][CH:11]=[C:10]([O:14][C:15]2[N:20]=[C:19]3[S:21][C:22]([NH:24][C:29]([CH:26]4[CH2:28][CH2:27]4)=[O:30])=[N:23][C:18]3=[CH:17][CH:16]=2)[CH:9]=1)([CH3:4])([CH3:2])[CH3:3], predict the reactants needed to synthesize it. The reactants are: [C:1]([O:5][C:6](=[O:25])[NH:7][C:8]1[CH:13]=[CH:12][CH:11]=[C:10]([O:14][C:15]2[N:20]=[C:19]3[S:21][C:22]([NH2:24])=[N:23][C:18]3=[CH:17][CH:16]=2)[CH:9]=1)([CH3:4])([CH3:3])[CH3:2].[CH:26]1([C:29](Cl)=[O:30])[CH2:28][CH2:27]1.O.